From a dataset of Reaction yield outcomes from USPTO patents with 853,638 reactions. Predict the reaction yield, written as a fraction of the theoretical maximum amount of product (1.0 means a 100% yield; for example, 0.34 means a 34% yield). (1) The reactants are [N+:1]([C:4]1[CH:14]=[CH:13][C:7]2[CH2:8][CH2:9][NH:10][CH2:11][CH2:12][C:6]=2[CH:5]=1)([O-:3])=[O:2].C(N(CC)CC)C.Cl[C:23]([O:25][CH2:26][C:27]1[CH:32]=[CH:31][CH:30]=[CH:29][CH:28]=1)=[O:24].O. The catalyst is C(Cl)Cl. The product is [N+:1]([C:4]1[CH:14]=[CH:13][C:7]2[CH2:8][CH2:9][N:10]([C:23]([O:25][CH2:26][C:27]3[CH:32]=[CH:31][CH:30]=[CH:29][CH:28]=3)=[O:24])[CH2:11][CH2:12][C:6]=2[CH:5]=1)([O-:3])=[O:2]. The yield is 0.430. (2) The reactants are [Br:1][C:2]1[CH:7]=[CH:6][CH:5]=[CH:4][C:3]=1[SH:8].[OH-].[K+].F[C:12]1[CH:20]=[CH:19][C:18]([N+:21]([O-:23])=[O:22])=[CH:17][C:13]=1[C:14]([OH:16])=[O:15].Cl. The catalyst is O. The product is [Br:1][C:2]1[CH:7]=[CH:6][CH:5]=[CH:4][C:3]=1[S:8][C:12]1[CH:20]=[CH:19][C:18]([N+:21]([O-:23])=[O:22])=[CH:17][C:13]=1[C:14]([OH:16])=[O:15]. The yield is 0.990. (3) The reactants are [CH2:1]([O:8][C@H:9]1[C@H:15]([O:16][CH2:17][C:18]2[CH:23]=[CH:22][CH:21]=[CH:20][CH:19]=2)[C@@H:14]([O:24][CH2:25][C:26]2[CH:31]=[CH:30][CH:29]=[CH:28][CH:27]=2)[C@:13]2([C:33]3[CH:38]=[CH:37][C:36]([Cl:39])=[C:35]([CH2:40][C:41]4[CH:46]=[CH:45][C:44]([O:47][CH2:48][CH3:49])=[CH:43][CH:42]=4)[CH:34]=3)[O:32][C@@:10]1([CH:50]=[O:51])[CH2:11][O:12]2)[C:2]1[CH:7]=[CH:6][CH:5]=[CH:4][CH:3]=1.[CH2:52]([Mg]Br)[CH3:53]. The catalyst is O1CCCC1. The product is [CH2:1]([O:8][C@H:9]1[C@H:15]([O:16][CH2:17][C:18]2[CH:19]=[CH:20][CH:21]=[CH:22][CH:23]=2)[C@@H:14]([O:24][CH2:25][C:26]2[CH:31]=[CH:30][CH:29]=[CH:28][CH:27]=2)[C@:13]2([C:33]3[CH:38]=[CH:37][C:36]([Cl:39])=[C:35]([CH2:40][C:41]4[CH:42]=[CH:43][C:44]([O:47][CH2:48][CH3:49])=[CH:45][CH:46]=4)[CH:34]=3)[O:32][C@:10]1([CH:50]([OH:51])[CH2:52][CH3:53])[CH2:11][O:12]2)[C:2]1[CH:7]=[CH:6][CH:5]=[CH:4][CH:3]=1. The yield is 0.160. (4) The reactants are [C:12]([O:11][C:9](O[C:9]([O:11][C:12]([CH3:15])([CH3:14])[CH3:13])=[O:10])=[O:10])([CH3:15])([CH3:14])[CH3:13].Cl.[Cl:17][CH2:18][CH2:19][C:20]([NH2:23])([CH3:22])[CH3:21].C(N(CC)CC)C. The catalyst is ClCCl. The product is [Cl:17][CH2:18][CH2:19][C:20]([NH:23][C:9](=[O:10])[O:11][C:12]([CH3:13])([CH3:14])[CH3:15])([CH3:22])[CH3:21]. The yield is 0.660.